From a dataset of Full USPTO retrosynthesis dataset with 1.9M reactions from patents (1976-2016). Predict the reactants needed to synthesize the given product. (1) Given the product [CH:1]1([C:4]2[CH:5]=[C:6]([CH:7]=[CH:8][CH:9]=2)[CH:10]=[O:11])[CH2:2][CH2:3]1, predict the reactants needed to synthesize it. The reactants are: [CH:1]1([C:4]2[CH:5]=[C:6]([CH:10]3OCC[O:11]3)[CH:7]=[CH:8][CH:9]=2)[CH2:3][CH2:2]1.Cl. (2) Given the product [Cl:13][C:14]1[CH:19]=[CH:18][C:17]([C:20]2[NH:12][C:11]3[N:10]([N:9]=[CH:8][C:7]=3[C:4]3[NH:5][N:6]=[C:2]([CH3:1])[CH:3]=3)[C:22](=[O:23])[CH:21]=2)=[CH:16][C:15]=1[O:28][CH3:29], predict the reactants needed to synthesize it. The reactants are: [CH3:1][C:2]1[CH:3]=[C:4]([C:7]2[CH:8]=[N:9][NH:10][C:11]=2[NH2:12])[NH:5][N:6]=1.[Cl:13][C:14]1[CH:19]=[CH:18][C:17]([C:20](=O)[CH2:21][C:22](OCC)=[O:23])=[CH:16][C:15]=1[O:28][CH3:29].CC1C=CC(S(O)(=O)=O)=CC=1.